This data is from Full USPTO retrosynthesis dataset with 1.9M reactions from patents (1976-2016). The task is: Predict the reactants needed to synthesize the given product. (1) Given the product [O:26]1[C:27]2[CH:32]=[CH:31][CH:30]=[CH:29][C:28]=2[C:24]([C:21]2[CH:22]=[CH:23][C:18]([N:4]3[CH2:5][CH2:6][NH:7][C@H:2]([CH3:1])[CH2:3]3)=[CH:19][CH:20]=2)=[CH:25]1, predict the reactants needed to synthesize it. The reactants are: [CH3:1][C@H:2]1[NH:7][CH2:6][CH2:5][N:4](C2C=CC(CCC)=CC=2)[CH2:3]1.Br[C:18]1[CH:23]=[CH:22][C:21]([C:24]2[C:28]3[CH:29]=[CH:30][CH:31]=[CH:32][C:27]=3[O:26][CH:25]=2)=[CH:20][CH:19]=1. (2) Given the product [F:12][C:5]1[CH:4]=[C:3]([C:13]([O:15][CH3:16])=[O:14])[C:2]([N:1]=[C:22]=[S:23])=[CH:7][C:6]=1[C:8]([O:10][CH3:11])=[O:9], predict the reactants needed to synthesize it. The reactants are: [NH2:1][C:2]1[CH:7]=[C:6]([C:8]([O:10][CH3:11])=[O:9])[C:5]([F:12])=[CH:4][C:3]=1[C:13]([O:15][CH3:16])=[O:14].C(=O)(O)[O-].[Na+].[C:22](Cl)(Cl)=[S:23]. (3) Given the product [F:23][C:24]1[CH:25]=[N:26][CH:27]=[C:28]([F:34])[C:29]=1[C:2]1[N:7]=[N:6][CH:5]=[C:4]([C:8]2[CH:9]=[CH:10][C:11]([F:22])=[C:12]([C:14]3[N:21]=[CH:20][CH:19]=[CH:18][C:15]=3[C:16]#[N:17])[CH:13]=2)[CH:3]=1, predict the reactants needed to synthesize it. The reactants are: Cl[C:2]1[N:7]=[N:6][CH:5]=[C:4]([C:8]2[CH:9]=[CH:10][C:11]([F:22])=[C:12]([C:14]3[N:21]=[CH:20][CH:19]=[CH:18][C:15]=3[C:16]#[N:17])[CH:13]=2)[CH:3]=1.[F:23][C:24]1[CH:25]=[N:26][CH:27]=[C:28]([F:34])[C:29]=1[Sn](C)(C)C. (4) Given the product [NH2:27][C:8]1[N:7]=[C:6]([O:5][CH2:1][CH2:2][CH2:3][CH3:4])[N:14]=[C:13]2[C:9]=1[NH:10][C:11](=[O:25])[N:12]2[CH2:15][CH2:16][CH2:17][CH2:18][CH:19]1[CH2:24][CH2:23][CH2:22][N:21]([CH2:29][CH3:30])[CH2:20]1, predict the reactants needed to synthesize it. The reactants are: [CH2:1]([O:5][C:6]1[N:14]=[C:13]2[C:9]([N:10]=[C:11]([O:25]C)[N:12]2[CH2:15][CH2:16][CH2:17][CH2:18][CH:19]2[CH2:24][CH2:23][CH2:22][NH:21][CH2:20]2)=[C:8]([NH2:27])[N:7]=1)[CH2:2][CH2:3][CH3:4].I[CH2:29][CH3:30]. (5) Given the product [OH:27][CH:28]1[CH2:29][CH2:30][N:31]([C:34]2[CH:42]=[CH:41][C:37]([C:38]([NH:1][C:2]3[CH:3]=[C:4]4[C:8](=[CH:9][CH:10]=3)[N:7]([C:11]3[CH:19]=[CH:18][C:14]([C:15](=[O:16])[NH:20][C:21]5[S:22][CH:23]=[C:24]([CH3:26])[N:25]=5)=[CH:13][CH:12]=3)[CH:6]=[CH:5]4)=[O:39])=[CH:36][CH:35]=2)[CH2:32][CH2:33]1, predict the reactants needed to synthesize it. The reactants are: [NH2:1][C:2]1[CH:3]=[C:4]2[C:8](=[CH:9][CH:10]=1)[N:7]([C:11]1[CH:19]=[CH:18][C:14]([C:15](O)=[O:16])=[CH:13][CH:12]=1)[CH:6]=[CH:5]2.[NH2:20][C:21]1[S:22][CH:23]=[C:24]([CH3:26])[N:25]=1.[OH:27][CH:28]1[CH2:33][CH2:32][N:31]([C:34]2[CH:42]=[CH:41][C:37]([C:38](O)=[O:39])=[CH:36][CH:35]=2)[CH2:30][CH2:29]1.